Task: Predict the product of the given reaction.. Dataset: Forward reaction prediction with 1.9M reactions from USPTO patents (1976-2016) (1) Given the reactants [CH3:1][NH:2][CH:3]([C:7]1[CH:8]=[N:9][CH:10]=[CH:11][C:12]=1[C:13]([F:16])([F:15])[F:14])[CH:4]([CH3:6])[CH3:5].C(=O)([O-])[O-].[K+].[K+].[C:23]1([CH2:29][C:30](Cl)=[O:31])[CH:28]=[CH:27][CH:26]=[CH:25][CH:24]=1, predict the reaction product. The product is: [CH3:1][N:2]([CH:3]([C:7]1[CH:8]=[N:9][CH:10]=[CH:11][C:12]=1[C:13]([F:15])([F:14])[F:16])[CH:4]([CH3:6])[CH3:5])[C:30](=[O:31])[CH2:29][C:23]1[CH:28]=[CH:27][CH:26]=[CH:25][CH:24]=1. (2) Given the reactants [C:1]([C:3]1[C:4]([CH3:14])=[CH:5][C:6](C(O)=O)=[N:7][C:8]=1[O:9][CH3:10])#[N:2].C1C=CC(P([N:29]=[N+]=[N-])(C2C=CC=CC=2)=O)=CC=1, predict the reaction product. The product is: [NH2:29][C:6]1[N:7]=[C:8]([O:9][CH3:10])[C:3]([C:1]#[N:2])=[C:4]([CH3:14])[CH:5]=1. (3) Given the reactants O.O.[C:3]1([CH3:13])[CH:8]=[CH:7][C:6]([S:9]([OH:12])(=[O:11])=[O:10])=[CH:5][CH:4]=1.N1C=CC=C[CH:15]=1.C1(C)C=CC(S([O-])(=O)=O)=CC=1.[NH+]1C=CC=CC=1.S(OC)(OC)(=O)=O, predict the reaction product. The product is: [C:3]1([CH3:13])[CH:4]=[CH:5][C:6]([S:9]([O:12][CH3:15])(=[O:10])=[O:11])=[CH:7][CH:8]=1. (4) Given the reactants [NH:1]1[CH:5]=[N:4][CH:3]=[N:2]1.[F:6][C:7]([F:12])([F:11])[C:8]([OH:10])=[O:9], predict the reaction product. The product is: [O-:10][C:8]([C:7]([F:12])([F:11])[F:6])=[O:9].[NH+:1]1[NH:2][CH:3]=[N:4][CH:5]=1.